Dataset: Forward reaction prediction with 1.9M reactions from USPTO patents (1976-2016). Task: Predict the product of the given reaction. (1) Given the reactants C([Li])CCC.C(NC(C)C)(C)C.[Br:13][C:14]1[C:15]([C:22]([F:25])([F:24])[F:23])=[CH:16][C:17]([O:20][CH3:21])=[N:18][CH:19]=1.FC(F)(F)C1C=CN=C(OC)C=1.[CH3:38][O:39][C:40]1[C:47]([O:48][CH3:49])=[C:46]([O:50][CH3:51])[CH:45]=[C:44]([CH3:52])[C:41]=1[CH:42]=[O:43], predict the reaction product. The product is: [CH3:38][O:39][C:40]1[C:47]([O:48][CH3:49])=[C:46]([O:50][CH3:51])[CH:45]=[C:44]([CH3:52])[C:41]=1[CH:42]([C:16]1[C:17]([O:20][CH3:21])=[N:18][CH:19]=[C:14]([Br:13])[C:15]=1[C:22]([F:25])([F:23])[F:24])[OH:43]. (2) Given the reactants C(OC(=O)[NH:7][C:8]([CH3:36])([CH2:33][CH2:34][CH3:35])[CH2:9][NH:10][C:11]([C:13]1[C:14]([CH3:32])=[N:15][N:16]2[C:21]([O:22][CH2:23][C:24]3[C:29]([F:30])=[CH:28][CH:27]=[CH:26][N:25]=3)=[CH:20][C:19]([CH3:31])=[CH:18][C:17]=12)=[O:12])(C)(C)C.O.[OH-].[Na+], predict the reaction product. The product is: [NH2:7][C:8]([CH3:36])([CH2:33][CH2:34][CH3:35])[CH2:9][NH:10][C:11]([C:13]1[C:14]([CH3:32])=[N:15][N:16]2[C:21]([O:22][CH2:23][C:24]3[C:29]([F:30])=[CH:28][CH:27]=[CH:26][N:25]=3)=[CH:20][C:19]([CH3:31])=[CH:18][C:17]=12)=[O:12]. (3) Given the reactants [Cl:1][C:2]1[CH:3]=[C:4]2[C:8](=[CH:9][CH:10]=1)[NH:7][CH:6]=[C:5]2[CH2:11][N:12]1[C:20]([C:21]2[N:25]([CH3:26])[CH:24]=[C:23]([C:27]([OH:29])=O)[CH:22]=2)=[C:19]2[C:14]([N:15]([CH2:33][CH:34]([CH3:36])[CH3:35])[C:16](=[O:32])[N:17]([CH3:31])[C:18]2=[O:30])=[N:13]1.[N:37]1[CH:42]=[CH:41][C:40](NC)=[CH:39][CH:38]=1.[C:45](P(=O)(OCC)OCC)#[N:46], predict the reaction product. The product is: [Cl:1][C:2]1[CH:3]=[C:4]2[C:8](=[CH:9][CH:10]=1)[NH:7][CH:6]=[C:5]2[CH2:11][N:12]1[C:20]([C:21]2[N:25]([CH3:26])[CH:24]=[C:23]([C:27]([NH:46][CH2:45][C:40]3[CH:39]=[CH:38][N:37]=[CH:42][CH:41]=3)=[O:29])[CH:22]=2)=[C:19]2[C:14]([N:15]([CH2:33][CH:34]([CH3:35])[CH3:36])[C:16](=[O:32])[N:17]([CH3:31])[C:18]2=[O:30])=[N:13]1. (4) Given the reactants C(NC(C)C)(C)C.C([Li])CCC.C([N-]C(C)C)(C)C.[Li+].[O:21]1[CH2:26][CH2:25][CH:24]([O:27][CH2:28][CH2:29][C:30]2[N:31]=[C:32]([NH:35][C:36](=[O:42])[O:37][C:38]([CH3:41])([CH3:40])[CH3:39])[S:33][CH:34]=2)[CH2:23][CH2:22]1.[CH3:43][C:44]([CH3:46])=[O:45], predict the reaction product. The product is: [OH:45][C:44]([C:34]1[S:33][C:32]([NH:35][C:36](=[O:42])[O:37][C:38]([CH3:39])([CH3:41])[CH3:40])=[N:31][C:30]=1[CH2:29][CH2:28][O:27][CH:24]1[CH2:25][CH2:26][O:21][CH2:22][CH2:23]1)([CH3:46])[CH3:43]. (5) The product is: [C:35]([O:34][C:32]([N:9]1[CH2:10][CH2:11][C@H:12]([C:13]2[CH:18]=[CH:17][C:16]([O:19][CH2:20][CH2:21][O:22][C:23]3[C:28]([Cl:29])=[CH:27][C:26]([CH3:30])=[CH:25][C:24]=3[Cl:31])=[CH:15][CH:14]=2)[C@@H:7]([C:5]([N:4]([CH2:39][C:40]2[CH:41]=[C:42]([CH:43]=[C:44]([CH2:46][CH2:47][CH2:48][O:49][CH3:50])[CH:45]=2)[O:51][CH2:52][C@@H:53]2[CH2:55][C@H:54]2[C:56]([OH:58])=[O:57])[CH:1]2[CH2:2][CH2:3]2)=[O:6])[CH2:8]1)=[O:33])([CH3:37])([CH3:36])[CH3:38]. Given the reactants [CH:1]1([N:4]([CH2:39][C:40]2[CH:45]=[C:44]([CH2:46][CH2:47][CH2:48][O:49][CH3:50])[CH:43]=[C:42]([O:51][CH2:52][C@@H:53]3[CH2:55][C@H:54]3[C:56]([O:58]CC)=[O:57])[CH:41]=2)[C:5]([C@@H:7]2[C@@H:12]([C:13]3[CH:18]=[CH:17][C:16]([O:19][CH2:20][CH2:21][O:22][C:23]4[C:28]([Cl:29])=[CH:27][C:26]([CH3:30])=[CH:25][C:24]=4[Cl:31])=[CH:15][CH:14]=3)[CH2:11][CH2:10][N:9]([C:32]([O:34][C:35]([CH3:38])([CH3:37])[CH3:36])=[O:33])[CH2:8]2)=[O:6])[CH2:3][CH2:2]1.[OH-].[Na+], predict the reaction product. (6) Given the reactants [CH2:1]([C:3]1[CH:11]=[C:10]([NH:12][C:13]([C:15]2[CH:20]=[CH:19][CH:18]=[CH:17][C:16]=2[F:21])=[O:14])[CH:9]=[CH:8][C:4]=1[C:5]([OH:7])=O)[CH3:2].[C:22]([O:26][C:27]([CH3:30])([CH3:29])[CH3:28])(=[O:25])[NH:23][NH2:24].Cl.CN(C)CCCN=C=NCC.O.ON1C2C=CC=CC=2N=N1, predict the reaction product. The product is: [CH2:1]([C:3]1[CH:11]=[C:10]([NH:12][C:13]([C:15]2[CH:20]=[CH:19][CH:18]=[CH:17][C:16]=2[F:21])=[O:14])[CH:9]=[CH:8][C:4]=1[C:5]([NH:24][NH:23][C:22]([O:26][C:27]([CH3:30])([CH3:29])[CH3:28])=[O:25])=[O:7])[CH3:2]. (7) Given the reactants [C:1]([O:5][C:6]([N:8]1[CH2:11][CH:10]([C:12]([OH:14])=O)[CH2:9]1)=[O:7])([CH3:4])([CH3:3])[CH3:2].C1C=CC2N(O)N=NC=2C=1.CCN=C=NCCCN(C)C.Cl.[NH2:37][CH:38]([C:48]1[O:49][C:50]([C:53]2[C:54](=[O:64])[N:55]([CH3:63])[C:56]3[C:61]([CH:62]=2)=[CH:60][CH:59]=[CH:58][CH:57]=3)=[CH:51][N:52]=1)[CH2:39][CH2:40][CH2:41][CH2:42][CH2:43][C:44](=[O:47])[CH2:45][CH3:46], predict the reaction product. The product is: [CH3:63][N:55]1[C:56]2[C:61](=[CH:60][CH:59]=[CH:58][CH:57]=2)[CH:62]=[C:53]([C:50]2[O:49][C:48]([C@@H:38]([NH:37][C:12]([CH:10]3[CH2:9][N:8]([C:6]([O:5][C:1]([CH3:2])([CH3:3])[CH3:4])=[O:7])[CH2:11]3)=[O:14])[CH2:39][CH2:40][CH2:41][CH2:42][CH2:43][C:44](=[O:47])[CH2:45][CH3:46])=[N:52][CH:51]=2)[C:54]1=[O:64]. (8) Given the reactants [CH2:1]([O:3][CH:4]([O:14][CH2:15][CH3:16])[CH2:5][NH:6][C:7]1[CH:12]=[CH:11][CH:10]=[CH:9][C:8]=1[F:13])[CH3:2].[H-].[Na+].[CH3:19]I, predict the reaction product. The product is: [CH2:1]([O:3][CH:4]([O:14][CH2:15][CH3:16])[CH2:5][N:6]([CH3:19])[C:7]1[CH:12]=[CH:11][CH:10]=[CH:9][C:8]=1[F:13])[CH3:2]. (9) Given the reactants C([O:9][C@@H:10]1[C@@H:17]2[C@@H:13]([N:14]([CH:18]([CH2:21][OH:22])[CH2:19][OH:20])[O:15][CH2:16]2)[C@H:12]([O:23][CH2:24][C:25]2[CH:30]=[CH:29][CH:28]=[CH:27][CH:26]=2)[C@@H:11]1[O:31][CH2:32][C:33]1[CH:38]=[CH:37][CH:36]=[CH:35][CH:34]=1)(=O)C1C=CC=CC=1.CO[C:41](OC)([CH3:43])[CH3:42].O.C1(C)C=CC(S(O)(=O)=O)=CC=1.C(=O)([O-])O.[Na+].C[O-].[Na+].[Cl-].[NH4+], predict the reaction product. The product is: [CH2:32]([O:31][C@@H:11]1[C@@H:12]([O:23][CH2:24][C:25]2[CH:30]=[CH:29][CH:28]=[CH:27][CH:26]=2)[C@@H:13]2[N:14]([CH:18]3[CH2:21][O:22][C:41]([CH3:43])([CH3:42])[O:20][CH2:19]3)[O:15][CH2:16][C@@H:17]2[C@H:10]1[OH:9])[C:33]1[CH:38]=[CH:37][CH:36]=[CH:35][CH:34]=1.